From a dataset of Full USPTO retrosynthesis dataset with 1.9M reactions from patents (1976-2016). Predict the reactants needed to synthesize the given product. (1) Given the product [CH:9]1[C:10]([OH:21])=[CH:11][C:12]2[O:13][C:14]3[C:19](=[N:6][C:7]=2[CH:8]=1)[CH:18]=[CH:17][C:16](=[O:20])[CH:15]=3, predict the reactants needed to synthesize it. The reactants are: OO.C([N:6]1[C:19]2[CH:18]=[CH:17][C:16]([OH:20])=[CH:15][C:14]=2[O:13][C:12]2[C:7]1=[CH:8][CH:9]=[C:10]([OH:21])[CH:11]=2)(=O)C. (2) Given the product [CH3:22][C:23]1[O:24][CH:25]=[C:26]([C:28]([O:30][CH3:31])=[O:29])[N:27]=1, predict the reactants needed to synthesize it. The reactants are: C1N2CN3CN(C2)CN1C3.N12CCCN=C1CCCCC2.[CH3:22][C:23]1[O:24][CH2:25][CH:26]([C:28]([O:30][CH3:31])=[O:29])[N:27]=1. (3) Given the product [CH2:1]([N:3]1[CH2:8][C:7]([CH3:9])([CH3:10])[O:6][C:5](=[O:11])[CH:4]1[CH2:12][C:13]([NH:55][CH2:54][C:50]1[S:49][CH:53]=[CH:52][CH:51]=1)=[O:15])[CH3:2], predict the reactants needed to synthesize it. The reactants are: [CH2:1]([N:3]1[CH2:8][C:7]([CH3:10])([CH3:9])[O:6][C:5](=[O:11])[CH:4]1[CH2:12][C:13]([OH:15])=O)[CH3:2].C(N(C(C)C)CC)(C)C.CN(C(ON1N=NC2C=CC=NC1=2)=[N+](C)C)C.F[P-](F)(F)(F)(F)F.[S:49]1[CH:53]=[CH:52][CH:51]=[C:50]1[CH2:54][NH2:55]. (4) Given the product [Cl:29][C:26]1[CH:27]=[CH:28][C:23]([C:3]2[C:2]([C:32]3[CH:33]=[CH:34][C:35]([CH3:37])=[CH:36][C:31]=3[CH3:30])=[CH:7][N:6]3[C:8]([CH2:11][C:12]4[C:13]([CH3:22])=[N:14][C:15]([C:18]([F:21])([F:20])[F:19])=[CH:16][CH:17]=4)=[N:9][N:10]=[C:5]3[CH:4]=2)=[CH:24][CH:25]=1, predict the reactants needed to synthesize it. The reactants are: Br[C:2]1[C:3]([C:23]2[CH:28]=[CH:27][C:26]([Cl:29])=[CH:25][CH:24]=2)=[CH:4][C:5]2[N:6]([C:8]([CH2:11][C:12]3[C:13]([CH3:22])=[N:14][C:15]([C:18]([F:21])([F:20])[F:19])=[CH:16][CH:17]=3)=[N:9][N:10]=2)[CH:7]=1.[CH3:30][C:31]1[CH:36]=[C:35]([CH3:37])[CH:34]=[CH:33][C:32]=1B(O)O.C([O-])([O-])=O.[K+].[K+].ClC1C=CC(C2C(C3C=CC(Cl)=CC=3Cl)=CN3C(CC4C=NC(C(F)(F)F)=CC=4)=NN=C3C=2)=CC=1. (5) Given the product [CH:1]1([CH2:6][C@H:7]([NH:29][C:30]([C:32]2[O:33][C:34]([C:45]3[CH:46]=[CH:47][C:48]([CH3:49])=[CH:43][CH:44]=3)=[CH:35][CH:36]=2)=[O:31])[C:8](=[O:28])[NH:9][C@H:10]2[CH2:16][CH2:15][C@@H:14]([CH3:17])[N:13]([S:18]([C:21]3[CH:26]=[CH:25][CH:24]=[CH:23][N:22]=3)(=[O:20])=[O:19])[CH2:12][C:11]2=[O:27])[CH2:5][CH2:4][CH2:3][CH2:2]1, predict the reactants needed to synthesize it. The reactants are: [CH:1]1([CH2:6][C@H:7]([NH:29][C:30]([C:32]2[O:33][C:34](Br)=[CH:35][CH:36]=2)=[O:31])[C:8](=[O:28])[NH:9][C@H:10]2[CH2:16][CH2:15][C@@H:14]([CH3:17])[N:13]([S:18]([C:21]3[CH:26]=[CH:25][CH:24]=[CH:23][N:22]=3)(=[O:20])=[O:19])[CH2:12][C:11]2=[O:27])[CH2:5][CH2:4][CH2:3][CH2:2]1.CC(OI1(OC(C)=O)(OC(C)=O)O[C:49](=O)[C:48]2[CH:47]=[CH:46][CH:45]=[CH:44][C:43]1=2)=O.